Task: Binary Classification. Given a drug SMILES string, predict its activity (active/inactive) in a high-throughput screening assay against a specified biological target.. Dataset: Cav3 T-type calcium channel HTS with 100,875 compounds (1) The compound is Fc1c(/C=C(\NC(=O)c2ccccc2)C(=O)NCCCC(OCc2ccccc2)=O)cccc1. The result is 0 (inactive). (2) The result is 1 (active). The drug is S(c1nc(nc(c1)C(F)(F)F)c1ncccc1)c1ccc(OC)cc1. (3) The molecule is Clc1ccc(S(=O)(=O)N(CC(OC(C(=O)Nc2ccc(NC(=O)C)cc2)C)=O)C)cc1. The result is 0 (inactive).